Dataset: Reaction yield outcomes from USPTO patents with 853,638 reactions. Task: Predict the reaction yield, written as a fraction of the theoretical maximum amount of product (1.0 means a 100% yield; for example, 0.34 means a 34% yield). (1) The reactants are CN(C(ON1N=NC2C=CC=NC1=2)=[N+](C)C)C.F[P-](F)(F)(F)(F)F.[C:25]([O:29][C:30]([NH:32][CH2:33][C:34]1([C:49]([OH:51])=O)[CH2:39][CH2:38][N:37]([C:40]2[C:41]3[CH:48]=[CH:47][NH:46][C:42]=3[N:43]=[CH:44][N:45]=2)[CH2:36][CH2:35]1)=[O:31])([CH3:28])([CH3:27])[CH3:26].[Cl:52][C:53]1[CH:58]=[CH:57][C:56]([C@@H:59]([NH2:61])[CH3:60])=[CH:55][CH:54]=1.CCN(C(C)C)C(C)C. The catalyst is CC(N(C)C)=O. The product is [Cl:52][C:53]1[CH:58]=[CH:57][C:56]([C@@H:59]([NH:61][C:49]([C:34]2([CH2:33][NH:32][C:30](=[O:31])[O:29][C:25]([CH3:28])([CH3:27])[CH3:26])[CH2:35][CH2:36][N:37]([C:40]3[C:41]4[CH:48]=[CH:47][NH:46][C:42]=4[N:43]=[CH:44][N:45]=3)[CH2:38][CH2:39]2)=[O:51])[CH3:60])=[CH:55][CH:54]=1. The yield is 0.830. (2) The reactants are [N:1]1[CH:6]=[CH:5][N:4]=[CH:3][C:2]=1[CH2:7][OH:8].[H-].[Na+].[Cl:11][C:12]1[CH:13]=[C:14]([N+:19]([O-:21])=[O:20])[CH:15]=[CH:16][C:17]=1F.[Cl-].[NH4+]. The catalyst is CC(N(C)C)=O. The product is [Cl:11][C:12]1[CH:13]=[C:14]([N+:19]([O-:21])=[O:20])[CH:15]=[CH:16][C:17]=1[O:8][CH2:7][C:2]1[CH:3]=[N:4][CH:5]=[CH:6][N:1]=1. The yield is 0.380. (3) The reactants are [OH:1][C:2]1[CH:10]=[C:9]2[C:5]([CH2:6][CH2:7][CH2:8]2)=[CH:4][C:3]=1[C:11]([C:13]1[CH:18]=[CH:17][CH:16]=[CH:15][CH:14]=1)=O.C(N(CC)CC)C.C([CH:28]([CH2:32][C:33](Cl)=[O:34])[C:29](Cl)=[O:30])C.[OH2:36]. The catalyst is C1COCC1. The product is [O:34]=[C:33]1[C:32]([CH2:28][C:29]([OH:30])=[O:36])=[C:11]([C:13]2[CH:18]=[CH:17][CH:16]=[CH:15][CH:14]=2)[C:3]2[C:2](=[CH:10][C:9]3[CH2:8][CH2:7][CH2:6][C:5]=3[CH:4]=2)[O:1]1. The yield is 0.700. (4) The reactants are [F:1][C:2]1[CH:7]=[CH:6][C:5]([F:8])=[CH:4][C:3]=1[C:9]([N:11]([CH2:34][CH2:35][CH3:36])[CH2:12][C:13]1[N:17]([CH2:18][CH2:19][CH3:20])[C:16]2[CH:21]=[CH:22][C:23]([CH2:25][O:26][Si](C)(C)C(C)(C)C)=[CH:24][C:15]=2[N:14]=1)=[O:10].[F-].C([N+](CCCC)(CCCC)CCCC)CCC. The catalyst is C1COCC1.C([O-])(O)=O.[Na+]. The product is [F:1][C:2]1[CH:7]=[CH:6][C:5]([F:8])=[CH:4][C:3]=1[C:9]([N:11]([CH2:12][C:13]1[N:17]([CH2:18][CH2:19][CH3:20])[C:16]2[CH:21]=[CH:22][C:23]([CH2:25][OH:26])=[CH:24][C:15]=2[N:14]=1)[CH2:34][CH2:35][CH3:36])=[O:10]. The yield is 0.990. (5) The reactants are BrC1C=C2C(C=CC([C:12]3[C:13]4[C:18]([C:19]5[CH:20]=[CH:21][CH:22]=[CH:23][C:24]=5[CH:25]=3)=[CH:17][CH:16]=[CH:15][CH:14]=4)=C2)=CC=1.[CH2:26]([Li])[CH2:27][CH2:28][CH3:29].[B:31](OC(C)C)([O:36]C(C)C)[O:32]C(C)C.Cl.[CH3:45][CH2:46][CH2:47][CH2:48][CH2:49][CH3:50]. The catalyst is ClCCl.C1COCC1. The product is [CH:23]1[C:24]2[CH:25]=[C:12]([C:47]3[CH:46]=[CH:45][C:29]4[C:49](=[CH:50][C:26]([B:31]([OH:36])[OH:32])=[CH:27][CH:28]=4)[CH:48]=3)[C:13]3[C:18](=[CH:17][CH:16]=[CH:15][CH:14]=3)[C:19]=2[CH:20]=[CH:21][CH:22]=1. The yield is 0.850.